Task: Predict the reactants needed to synthesize the given product.. Dataset: Full USPTO retrosynthesis dataset with 1.9M reactions from patents (1976-2016) (1) Given the product [Cl:1][C:2]1[CH:3]=[C:4]([C:22]2[S:23][CH:24]=[CH:25][N:26]=2)[CH:5]=[CH:6][C:7]=1[O:8][CH:9]([CH3:10])[CH3:11], predict the reactants needed to synthesize it. The reactants are: [Cl:1][C:2]1[CH:3]=[C:4](B2OC(C)(C)C(C)(C)O2)[CH:5]=[CH:6][C:7]=1[O:8][CH:9]([CH3:11])[CH3:10].Br[C:22]1[S:23][CH:24]=[CH:25][N:26]=1.C([O-])([O-])=O.[Cs+].[Cs+].O. (2) Given the product [C:1]1([N:7]=[C:8]([Cl:20])[CH2:9][CH3:10])[CH:6]=[CH:5][CH:4]=[CH:3][CH:2]=1, predict the reactants needed to synthesize it. The reactants are: [C:1]1([NH:7][C:8](=O)[CH2:9][CH3:10])[CH:6]=[CH:5][CH:4]=[CH:3][CH:2]=1.N1C=CC=CC=1.P(Cl)(Cl)([Cl:20])=O. (3) Given the product [CH3:26][C:23]([CH3:25])([CH3:24])[C:22](=[O:27])[CH2:21][O:20][C:19]1[CH:28]=[CH:29][C:16]([C:3]([C:6]2[O:7][C:8]3[CH:14]=[C:13]([O:15][S:41]([C:40]([F:53])([F:52])[F:39])(=[O:43])=[O:42])[CH:12]=[CH:11][C:9]=3[CH:10]=2)([CH2:4][CH3:5])[CH2:1][CH3:2])=[CH:17][C:18]=1[CH3:30], predict the reactants needed to synthesize it. The reactants are: [CH2:1]([C:3]([C:16]1[CH:29]=[CH:28][C:19]([O:20][CH2:21][C:22](=[O:27])[C:23]([CH3:26])([CH3:25])[CH3:24])=[C:18]([CH3:30])[CH:17]=1)([C:6]1[O:7][C:8]2[CH:14]=[C:13]([OH:15])[CH:12]=[CH:11][C:9]=2[CH:10]=1)[CH2:4][CH3:5])[CH3:2].N1C(C)=CC=CC=1C.[F:39][C:40]([F:53])([F:52])[S:41](O[S:41]([C:40]([F:53])([F:52])[F:39])(=[O:43])=[O:42])(=[O:43])=[O:42]. (4) Given the product [NH2:1][C:2]1[N:7]=[C:6]([N:8]2[CH2:32][CH2:31][C:11]3([CH2:15][N:14]([C:16]([O:18][CH2:19][C:20]4[CH:25]=[CH:24][CH:23]=[CH:22][CH:21]=4)=[O:17])[C@H:13]([C:26]([O:28][CH2:29][CH3:30])=[O:27])[CH2:12]3)[CH2:10][CH2:9]2)[CH:5]=[C:4]([O:33][CH:34]([C:39]2[CH:44]=[CH:43][C:42]([C:45](=[O:56])[NH2:46])=[CH:41][C:40]=2[N:47]2[CH:51]=[CH:50][C:49]([CH3:52])=[N:48]2)[C:35]([F:38])([F:37])[F:36])[N:3]=1, predict the reactants needed to synthesize it. The reactants are: [NH2:1][C:2]1[N:7]=[C:6]([N:8]2[CH2:32][CH2:31][C:11]3([CH2:15][N:14]([C:16]([O:18][CH2:19][C:20]4[CH:25]=[CH:24][CH:23]=[CH:22][CH:21]=4)=[O:17])[C@H:13]([C:26]([O:28][CH2:29][CH3:30])=[O:27])[CH2:12]3)[CH2:10][CH2:9]2)[CH:5]=[C:4]([O:33][CH:34]([C:39]2[CH:44]=[CH:43][C:42]([C:45]#[N:46])=[CH:41][C:40]=2[N:47]2[CH:51]=[CH:50][C:49]([CH3:52])=[N:48]2)[C:35]([F:38])([F:37])[F:36])[N:3]=1.C(=N[OH:56])C. (5) Given the product [CH2:10]([O:9][C:1](=[O:8])[C:2](=[CH:16][C:13]([NH:17][C:18]([O:19][CH2:20][C:21]1[CH:26]=[CH:25][CH:24]=[CH:23][CH:22]=1)=[O:27])([CH3:12])[CH3:14])[C:3]([O:5][CH2:6][CH3:7])=[O:4])[CH3:11], predict the reactants needed to synthesize it. The reactants are: [C:1]([O:9][CH2:10][CH3:11])(=[O:8])[CH2:2][C:3]([O:5][CH2:6][CH3:7])=[O:4].[CH3:12][C:13]([NH:17][C:18](=[O:27])[O:19][CH2:20][C:21]1[CH:26]=[CH:25][CH:24]=[CH:23][CH:22]=1)([CH3:16])[CH:14]=O.N1C=CC=CC=1.O.